Dataset: Catalyst prediction with 721,799 reactions and 888 catalyst types from USPTO. Task: Predict which catalyst facilitates the given reaction. Reactant: C[O:2][C:3](=[O:33])[CH2:4][CH2:5][C:6]12[CH2:13][CH2:12][C:9]([C:14]3[NH:22][C:21]4[C:20]([NH:23][CH:24]([CH2:27]O)[CH2:25][CH3:26])=[N:19][C:18](=[O:29])[N:17]([CH2:30][CH2:31][CH3:32])[C:16]=4[N:15]=3)([CH2:10][CH2:11]1)[CH2:8][CH2:7]2. Product: [CH2:25]([CH:24]1[N:23]=[C:20]2[N:19]([C:18](=[O:29])[N:17]([CH2:30][CH2:31][CH3:32])[C:16]3[N:15]=[C:14]([C:9]45[CH2:12][CH2:13][C:6]([CH2:5][CH2:4][C:3]([OH:2])=[O:33])([CH2:7][CH2:8]4)[CH2:11][CH2:10]5)[NH:22][C:21]=32)[CH2:27]1)[CH3:26]. The catalyst class is: 820.